From a dataset of Full USPTO retrosynthesis dataset with 1.9M reactions from patents (1976-2016). Predict the reactants needed to synthesize the given product. (1) Given the product [OH:22][CH2:21][C:19]1[N:18]=[CH:17][N:16]([C:8]2[N:13]=[CH:12][C:11]([C:14]#[N:15])=[CH:10][CH:9]=2)[CH:20]=1, predict the reactants needed to synthesize it. The reactants are: C(=O)([O-])[O-].[K+].[K+].Cl[C:8]1[N:13]=[CH:12][C:11]([C:14]#[N:15])=[CH:10][CH:9]=1.[NH:16]1[CH:20]=[C:19]([CH2:21][OH:22])[N:18]=[CH:17]1. (2) Given the product [C:16]1([CH:15]([C:22]2[CH:27]=[CH:26][CH:25]=[CH:24][CH:23]=2)[CH2:14][CH2:13][NH:12][C:10]2[C:9]3[C:4](=[CH:5][CH:6]=[CH:7][CH:8]=3)[N:3]=[C:2]([C:33]3[CH:32]=[C:31]4[C:36](=[CH:35][CH:34]=3)[NH:28][CH:29]=[CH:30]4)[N:11]=2)[CH:21]=[CH:20][CH:19]=[CH:18][CH:17]=1, predict the reactants needed to synthesize it. The reactants are: Cl[C:2]1[N:11]=[C:10]([NH:12][CH2:13][CH2:14][CH:15]([C:22]2[CH:27]=[CH:26][CH:25]=[CH:24][CH:23]=2)[C:16]2[CH:21]=[CH:20][CH:19]=[CH:18][CH:17]=2)[C:9]2[C:4](=[CH:5][CH:6]=[CH:7][CH:8]=2)[N:3]=1.[NH:28]1[C:36]2[C:31](=[CH:32][C:33](B(O)O)=[CH:34][CH:35]=2)[CH:30]=[CH:29]1.C(NC1C2C(=CC=CC=2)N=C(C2SC3C=CC=CC=3C=2)N=1)(C1C=CC=CC=1)C1C=CC=CC=1.